This data is from Forward reaction prediction with 1.9M reactions from USPTO patents (1976-2016). The task is: Predict the product of the given reaction. (1) Given the reactants [C:1]([BH3-])#[N:2].[Na+].[C:5]([C:8]1[C:9](=[O:35])[C:10]([O:27][CH2:28][C:29]2[CH:34]=[CH:33][CH:32]=[CH:31][CH:30]=2)=[C:11]2[C:16](=[O:17])[N:15]([CH2:18][C:19]3[CH:24]=[CH:23][C:22]([F:25])=[CH:21][CH:20]=3)[CH2:14][CH2:13][N:12]2[CH:26]=1)(=O)[CH3:6], predict the reaction product. The product is: [CH2:28]([O:27][C:10]1[C:9](=[O:35])[C:8]([CH:5]([NH:2][CH3:1])[CH3:6])=[CH:26][N:12]2[CH2:13][CH2:14][N:15]([CH2:18][C:19]3[CH:20]=[CH:21][C:22]([F:25])=[CH:23][CH:24]=3)[C:16](=[O:17])[C:11]=12)[C:29]1[CH:34]=[CH:33][CH:32]=[CH:31][CH:30]=1. (2) Given the reactants [Cl:1][C:2]1[CH:3]=[C:4]([NH2:20])[C:5]([NH2:19])=[CH:6][C:7]=1[C:8]1[CH:13]=[CH:12][C:11]([Cl:14])=[CH:10][C:9]=1[C:15]([F:18])([F:17])[F:16].[F:21][C:22]([F:33])([F:32])[C:23]([F:31])([F:30])[C:24]([F:29])([F:28])[C:25](O)=O, predict the reaction product. The product is: [Cl:1][C:2]1[C:7]([C:8]2[CH:13]=[CH:12][C:11]([Cl:14])=[CH:10][C:9]=2[C:15]([F:17])([F:18])[F:16])=[CH:6][C:5]2[NH:19][C:25]([C:24]([F:28])([F:29])[C:23]([F:30])([F:31])[C:22]([F:33])([F:32])[F:21])=[N:20][C:4]=2[CH:3]=1. (3) Given the reactants O[CH2:2][CH2:3][CH2:4][NH:5][C:6](=[O:12])[O:7][C:8]([CH3:11])([CH3:10])[CH3:9].C1(P(C2C=CC=CC=2)C2C=CC=CC=2)C=CC=CC=1.N1C=CN=C1.[I:37]I, predict the reaction product. The product is: [I:37][CH2:2][CH2:3][CH2:4][NH:5][C:6](=[O:12])[O:7][C:8]([CH3:11])([CH3:10])[CH3:9]. (4) Given the reactants [Cl:1][C:2]1[CH:9]=[CH:8][C:5]([CH:6]=[O:7])=[CH:4][C:3]=1[OH:10].[Si:11](Cl)([C:14]([CH3:17])([CH3:16])[CH3:15])([CH3:13])[CH3:12].C(N(CC)CC)C, predict the reaction product. The product is: [Si:11]([O:10][C:3]1[CH:4]=[C:5]([CH:8]=[CH:9][C:2]=1[Cl:1])[CH:6]=[O:7])([C:14]([CH3:17])([CH3:16])[CH3:15])([CH3:13])[CH3:12]. (5) Given the reactants [CH:1]1([N:6]2[CH2:11][CH2:10][CH:9]([C:12]([O:14]CC)=[O:13])[CH2:8][CH2:7]2)[CH2:5][CH2:4][CH2:3][CH2:2]1.[ClH:17], predict the reaction product. The product is: [ClH:17].[CH:1]1([N:6]2[CH2:7][CH2:8][CH:9]([C:12]([OH:14])=[O:13])[CH2:10][CH2:11]2)[CH2:5][CH2:4][CH2:3][CH2:2]1. (6) Given the reactants [CH3:1][C:2]1[CH:7]=[CH:6][C:5]([O:8][CH2:9][C:10]2[N:11]=[C:12]([C:16]3[CH:21]=[CH:20][CH:19]=[CH:18][CH:17]=3)[O:13][C:14]=2[CH3:15])=[CH:4][N:3]=1.ClC1C=CC=[C:25]([C:29]([O:31]O)=[O:30])C=1, predict the reaction product. The product is: [C:29]([O:31][CH2:1][C:2]1[CH:7]=[CH:6][C:5]([O:8][CH2:9][C:10]2[N:11]=[C:12]([C:16]3[CH:21]=[CH:20][CH:19]=[CH:18][CH:17]=3)[O:13][C:14]=2[CH3:15])=[CH:4][N:3]=1)(=[O:30])[CH3:25].